From a dataset of Catalyst prediction with 721,799 reactions and 888 catalyst types from USPTO. Predict which catalyst facilitates the given reaction. (1) Reactant: [CH3:1][N:2]1[C:6]2[CH:7]=[CH:8][C:9]([N:11]3[CH:16]=[C:15]([C:17]([O:19][CH2:20][CH3:21])=[O:18])[C:14](=[O:22])[NH:13][C:12]3=[O:23])=[CH:10][C:5]=2[N:4]([CH3:24])[C:3]1=[O:25].[Cl:26][C:27]1[CH:36]=[CH:35][CH:34]=[C:33]2[C:28]=1[CH2:29][CH2:30][CH2:31][CH:32]2O.C1(P(C2C=CC=CC=2)C2C=CC=CC=2)C=CC=CC=1.CC(OC(/N=N/C(OC(C)C)=O)=O)C.Cl. Product: [Cl:26][C:27]1[CH:36]=[CH:35][CH:34]=[C:33]2[C:28]=1[CH2:29][CH2:30][CH2:31][CH:32]2[N:13]1[C:14](=[O:22])[C:15]([C:17]([O:19][CH2:20][CH3:21])=[O:18])=[CH:16][N:11]([C:9]2[CH:8]=[CH:7][C:6]3[N:2]([CH3:1])[C:3](=[O:25])[N:4]([CH3:24])[C:5]=3[CH:10]=2)[C:12]1=[O:23]. The catalyst class is: 118. (2) Reactant: [CH:1]1[C:10]2[C:5](=[CH:6][CH:7]=[CH:8][CH:9]=2)[CH:4]=[CH:3][C:2]=1[CH:11]=O.[CH3:13][C:14]([CH3:16])=[O:15].[OH-].[Na+].O. Product: [CH:1]1[C:10]2[C:5](=[CH:6][CH:7]=[CH:8][CH:9]=2)[CH:4]=[CH:3][C:2]=1[CH:11]=[CH:13][C:14](=[O:15])[CH:16]=[CH:11][C:2]1[CH:3]=[CH:4][C:5]2[C:10](=[CH:9][CH:8]=[CH:7][CH:6]=2)[CH:1]=1. The catalyst class is: 8. (3) Reactant: [CH2:1]([O:8][C:9]1[CH:10]=[C:11]([CH:13]=[CH:14][CH:15]=1)[NH2:12])[C:2]1[CH:7]=[CH:6][CH:5]=[CH:4][CH:3]=1.N1C=CC=CC=1.Cl[C:23]([O:25][C:26]1[CH:31]=[CH:30][CH:29]=[CH:28][CH:27]=1)=[O:24]. Product: [CH2:1]([O:8][C:9]1[CH:10]=[C:11]([NH:12][C:23](=[O:24])[O:25][C:26]2[CH:31]=[CH:30][CH:29]=[CH:28][CH:27]=2)[CH:13]=[CH:14][CH:15]=1)[C:2]1[CH:3]=[CH:4][CH:5]=[CH:6][CH:7]=1. The catalyst class is: 2. (4) Reactant: [I:1][C:2]1[CH:10]=[CH:9][C:5]([C:6](Cl)=[O:7])=[CH:4][CH:3]=1.[NH2:11][C:12]([CH3:26])([CH2:15][N:16]1[CH:25]=[C:19]2[N:20]=[CH:21][C:22]([Br:24])=[CH:23][C:18]2=[N:17]1)[C:13]#[N:14]. Product: [Br:24][C:22]1[CH:21]=[N:20][C:19]2=[CH:25][N:16]([CH2:15][C:12]([NH:11][C:6](=[O:7])[C:5]3[CH:9]=[CH:10][C:2]([I:1])=[CH:3][CH:4]=3)([C:13]#[N:14])[CH3:26])[N:17]=[C:18]2[CH:23]=1. The catalyst class is: 1. (5) Reactant: [CH:1]1([C@@H:4]([NH:9][C:10]2[C:22]3[C:21]4[CH:20]=[CH:19][C:18](I)=[CH:17][C:16]=4[NH:15][C:14]=3[C:13]([C:24]([NH2:26])=[O:25])=[CH:12][N:11]=2)[C:5]([F:8])([F:7])[F:6])[CH2:3][CH2:2]1.[Si:27]([C:31]#[CH:32])([CH3:30])([CH3:29])[CH3:28]. Product: [CH:1]1([C@@H:4]([NH:9][C:10]2[C:22]3[C:21]4[CH:20]=[CH:19][C:18]([C:32]#[C:31][Si:27]([CH3:30])([CH3:29])[CH3:28])=[CH:17][C:16]=4[NH:15][C:14]=3[C:13]([C:24]([NH2:26])=[O:25])=[CH:12][N:11]=2)[C:5]([F:8])([F:7])[F:6])[CH2:3][CH2:2]1. The catalyst class is: 441. (6) Product: [CH2:1]([C@H:3]1[CH2:4][N:5]([CH2:9][C:10]2[CH:15]=[CH:14][CH:13]=[CH:12][CH:11]=2)[CH2:6][CH2:7][N:8]1[C:17]([O:19][C:20]([CH3:23])([CH3:22])[CH3:21])=[O:16])[CH3:2]. The catalyst class is: 2. Reactant: [CH2:1]([C@@H:3]1[NH:8][CH2:7][CH2:6][N:5]([CH2:9][C:10]2[CH:15]=[CH:14][CH:13]=[CH:12][CH:11]=2)[CH2:4]1)[CH3:2].[O:16](C(OC(C)(C)C)=O)[C:17]([O:19][C:20]([CH3:23])([CH3:22])[CH3:21])=O. (7) Reactant: C([N:3]=[S:4]([C:6]1[C:7]([O:25][CH3:26])=[C:8]([CH:18]=[CH:19][C:20]=1[C:21]([F:24])([F:23])[F:22])[C:9]([NH:11][C:12]1[N:16]([CH3:17])[N:15]=[N:14][N:13]=1)=[O:10])[CH3:5])#N.[F:34][C:33]([F:36])([F:35])[C:32](O[C:32](=[O:37])[C:33]([F:36])([F:35])[F:34])=[O:37].[OH2:40]. Product: [CH3:26][O:25][C:7]1[C:6]([S:4]([CH3:5])(=[N:3][C:32](=[O:37])[C:33]([F:34])([F:35])[F:36])=[O:40])=[C:20]([C:21]([F:24])([F:23])[F:22])[CH:19]=[CH:18][C:8]=1[C:9]([NH:11][C:12]1[N:16]([CH3:17])[N:15]=[N:14][N:13]=1)=[O:10]. The catalyst class is: 4. (8) Reactant: [CH3:1][C:2]1[CH:18]=[C:17]([S:19]([CH3:22])(=[O:21])=[O:20])[CH:16]=[C:15]([CH3:23])[C:3]=1[O:4][Si:5]([CH:12]([CH3:14])[CH3:13])([CH:9]([CH3:11])[CH3:10])[CH:6]([CH3:8])[CH3:7].[Li]CCCC.[P:29](Cl)(=[O:36])([O:33][CH2:34][CH3:35])[O:30][CH2:31][CH3:32]. Product: [CH3:23][C:15]1[CH:16]=[C:17]([S:19]([CH2:22][P:29](=[O:36])([O:33][CH2:34][CH3:35])[O:30][CH2:31][CH3:32])(=[O:21])=[O:20])[CH:18]=[C:2]([CH3:1])[C:3]=1[O:4][Si:5]([CH:6]([CH3:7])[CH3:8])([CH:9]([CH3:10])[CH3:11])[CH:12]([CH3:14])[CH3:13]. The catalyst class is: 1. (9) Reactant: [C:1]([C@H:5]1[CH2:10][CH2:9][C@H:8]([O:11][C:12]2[CH:17]=[CH:16][C:15]([NH:18][CH:19]3[CH2:24][CH2:23][CH2:22][N:21](C(OC(C)(C)C)=O)[CH2:20]3)=[CH:14][CH:13]=2)[CH2:7][CH2:6]1)([CH3:4])([CH3:3])[CH3:2]. Product: [C:1]([C@H:5]1[CH2:6][CH2:7][C@H:8]([O:11][C:12]2[CH:17]=[CH:16][C:15]([NH:18][CH:19]3[CH2:24][CH2:23][CH2:22][NH:21][CH2:20]3)=[CH:14][CH:13]=2)[CH2:9][CH2:10]1)([CH3:4])([CH3:2])[CH3:3]. The catalyst class is: 818. (10) Reactant: [Cl:1][C:2]1[CH:7]=[CH:6][C:5]([C:8]2[O:9][C:10]3[C:15]([C:16](=[O:20])[C:17]=2[O:18][CH3:19])=[C:14]([OH:21])[CH:13]=[C:12]([O:22]COC)[C:11]=3[CH2:26][CH:27]=[C:28]([CH3:30])[CH3:29])=[CH:4][CH:3]=1.Cl. Product: [Cl:1][C:2]1[CH:3]=[CH:4][C:5]([C:8]2[O:9][C:10]3[C:15]([C:16](=[O:20])[C:17]=2[O:18][CH3:19])=[C:14]([OH:21])[CH:13]=[C:12]([OH:22])[C:11]=3[CH2:26][CH:27]=[C:28]([CH3:30])[CH3:29])=[CH:6][CH:7]=1. The catalyst class is: 32.